This data is from Catalyst prediction with 721,799 reactions and 888 catalyst types from USPTO. The task is: Predict which catalyst facilitates the given reaction. (1) Reactant: [N+:1]([O-:4])(O)=[O:2].[F:5][C:6]1[CH:15]=[C:14]([NH:16][C:17]([C:19]2[CH:24]=[CH:23][CH:22]=[CH:21][N:20]=2)=[O:18])[CH:13]=[CH:12][C:7]=1[C:8]([O:10][CH3:11])=[O:9].C(=O)([O-])[O-].[Na+].[Na+]. The catalyst class is: 6. Product: [F:5][C:6]1[CH:15]=[C:14]([NH:16][C:17]([C:19]2[CH:24]=[CH:23][CH:22]=[CH:21][N:20]=2)=[O:18])[C:13]([N+:1]([O-:4])=[O:2])=[CH:12][C:7]=1[C:8]([O:10][CH3:11])=[O:9]. (2) Reactant: CCN=C=NCCCN(C)C.Cl.C1C=CC2N(O)N=NC=2C=1.Cl.[C:24]1([C:30]2[CH:31]=[C:32]([CH2:39][CH2:40][C:41]3[CH:42]=[C:43]4[C:47](=[CH:48][CH:49]=3)[NH:46][CH2:45][CH2:44]4)[S:33][C:34]=2[C:35]([F:38])([F:37])[F:36])[CH:29]=[CH:28][CH:27]=[CH:26][CH:25]=1.[NH:50]([C:63]([O:65][C:66]([CH3:69])([CH3:68])[CH3:67])=[O:64])[C@@H:51]([C:60](O)=[O:61])[CH2:52][C:53](=[O:59])[O:54][C:55]([CH3:58])([CH3:57])[CH3:56]. Product: [C:55]([O:54][C:53](=[O:59])[CH2:52][C@@H:51]([NH:50][C:63]([O:65][C:66]([CH3:69])([CH3:68])[CH3:67])=[O:64])[C:60](=[O:61])[N:46]1[C:47]2[C:43](=[CH:42][C:41]([CH2:40][CH2:39][C:32]3[S:33][C:34]([C:35]([F:38])([F:37])[F:36])=[C:30]([C:24]4[CH:29]=[CH:28][CH:27]=[CH:26][CH:25]=4)[CH:31]=3)=[CH:49][CH:48]=2)[CH2:44][CH2:45]1)([CH3:58])([CH3:57])[CH3:56]. The catalyst class is: 3.